From a dataset of Catalyst prediction with 721,799 reactions and 888 catalyst types from USPTO. Predict which catalyst facilitates the given reaction. (1) Reactant: C(OC([N:8]1[CH2:13][CH2:12][CH:11]([NH:14][C:15]2[O:16][C:17]3[CH:23]=[CH:22][C:21]([OH:24])=[CH:20][C:18]=3[N:19]=2)[CH2:10][CH2:9]1)=O)(C)(C)C.[ClH:25].O1CCOCC1. Product: [ClH:25].[NH:8]1[CH2:9][CH2:10][CH:11]([NH:14][C:15]2[O:16][C:17]3[CH:23]=[CH:22][C:21]([OH:24])=[CH:20][C:18]=3[N:19]=2)[CH2:12][CH2:13]1. The catalyst class is: 14. (2) Reactant: [NH2:1][C:2]1[O:6][N:5]=[C:4]([O:7][CH2:8][CH2:9][OH:10])[C:3]=1[C:11]([O:13][C:14]([CH3:17])([CH3:16])[CH3:15])=[O:12].C(N(CC)CC)C.CN(C1C=CC=CN=1)C.[C:34](OC(=O)C)(=[O:36])[CH3:35]. Product: [C:34]([O:10][CH2:9][CH2:8][O:7][C:4]1[C:3]([C:11]([O:13][C:14]([CH3:17])([CH3:16])[CH3:15])=[O:12])=[C:2]([NH2:1])[O:6][N:5]=1)(=[O:36])[CH3:35]. The catalyst class is: 7. (3) Reactant: [CH2:1]([O:8][C:9]1[CH:14]=[CH:13][C:12]([F:15])=[CH:11][C:10]=1[C:16]1[CH2:20][C:19]([C:31]2[CH:36]=[CH:35][CH:34]=[CH:33][CH:32]=2)([CH2:21][CH2:22][CH2:23][O:24][CH:25]2[CH2:30][CH2:29][CH2:28][CH2:27][O:26]2)[N:18]([C:37](=[O:42])[C:38]([F:41])([F:40])[F:39])[N:17]=1)[C:2]1[CH:7]=[CH:6][CH:5]=[CH:4][CH:3]=1.C[Si]([N-][Si](C)(C)C)(C)C.[Na+].[CH2:53]=[O:54]. Product: [CH2:1]([O:8][C:9]1[CH:14]=[CH:13][C:12]([F:15])=[CH:11][C:10]=1[C:16]1[CH:20]([CH2:53][OH:54])[C:19]([C:31]2[CH:32]=[CH:33][CH:34]=[CH:35][CH:36]=2)([CH2:21][CH2:22][CH2:23][O:24][CH:25]2[CH2:30][CH2:29][CH2:28][CH2:27][O:26]2)[N:18]([C:37](=[O:42])[C:38]([F:40])([F:39])[F:41])[N:17]=1)[C:2]1[CH:7]=[CH:6][CH:5]=[CH:4][CH:3]=1. The catalyst class is: 1. (4) Reactant: [CH2:1]([O:3][C:4]1[CH:5]=[C:6]([C:13]([O:21]C)(OC)[CH2:14][CH2:15][C:16]([O-:18])=O)[CH:7]=[CH:8][C:9]=1[O:10][CH2:11][CH3:12])[CH3:2].[K+].[C:24]1([C:30]2[C:39]3[C:34](=[CH:35][CH:36]=[CH:37][CH:38]=3)[N:33]=[C:32]([NH2:40])[CH:31]=2)[CH:29]=[CH:28][CH:27]=[CH:26][CH:25]=1.CCN=C=NCCCN(C)C.C1C=CC2N(O)N=NC=2C=1. Product: [CH2:1]([O:3][C:4]1[CH:5]=[C:6]([C:13](=[O:21])[CH2:14][CH2:15][C:16]([NH:40][C:32]2[CH:31]=[C:30]([C:24]3[CH:29]=[CH:28][CH:27]=[CH:26][CH:25]=3)[C:39]3[C:34](=[CH:35][CH:36]=[CH:37][CH:38]=3)[N:33]=2)=[O:18])[CH:7]=[CH:8][C:9]=1[O:10][CH2:11][CH3:12])[CH3:2]. The catalyst class is: 3. (5) Reactant: [C:1]([OH:8])(=O)[CH2:2][CH2:3][C:4]([CH3:6])=O.[CH2:9]([NH2:17])[CH2:10][CH2:11][CH2:12][CH2:13][CH2:14][CH2:15][CH3:16]. Product: [CH3:6][CH:4]1[N:17]([CH2:9][CH2:10][CH2:11][CH2:12][CH2:13][CH2:14][CH2:15][CH3:16])[C:1](=[O:8])[CH2:2][CH2:3]1. The catalyst class is: 6. (6) Reactant: C[O:2][C:3]([C:5]1[C:9]([NH:10][C:11](=[O:26])[CH2:12][O:13][C:14]2[CH:19]=[CH:18][C:17]([CH:20]3[CH2:25][CH2:24][CH2:23][CH2:22][CH2:21]3)=[CH:16][CH:15]=2)=[CH:8][S:7][CH:6]=1)=[O:4].[OH-].[Na+].Cl. Product: [CH:20]1([C:17]2[CH:18]=[CH:19][C:14]([O:13][CH2:12][C:11]([NH:10][C:9]3[C:5]([C:3]([OH:4])=[O:2])=[CH:6][S:7][CH:8]=3)=[O:26])=[CH:15][CH:16]=2)[CH2:25][CH2:24][CH2:23][CH2:22][CH2:21]1. The catalyst class is: 20. (7) Reactant: C([Cl:4])(C)=O.[NH2:5][C:6]1[NH:10][N:9]=[C:8]([NH:11][C:12]2[CH:17]=[C:16]([C:18]([F:21])([F:20])[F:19])[C:15]([C:22]3[CH:27]=[CH:26][C:25]([O:28][CH2:29][CH:30]4[CH2:33][N:32](C(OC(C)(C)C)=O)[CH2:31]4)=[CH:24][CH:23]=3)=[C:14]([Cl:41])[CH:13]=2)[N:7]=1. Product: [ClH:4].[NH:32]1[CH2:31][CH:30]([CH2:29][O:28][C:25]2[CH:24]=[CH:23][C:22]([C:15]3[C:16]([C:18]([F:19])([F:20])[F:21])=[CH:17][C:12]([NH:11][C:8]4[N:7]=[C:6]([NH2:5])[NH:10][N:9]=4)=[CH:13][C:14]=3[Cl:41])=[CH:27][CH:26]=2)[CH2:33]1. The catalyst class is: 5.